Dataset: Merck oncology drug combination screen with 23,052 pairs across 39 cell lines. Task: Regression. Given two drug SMILES strings and cell line genomic features, predict the synergy score measuring deviation from expected non-interaction effect. (1) Drug 1: CN1C(=O)C=CC2(C)C3CCC4(C)C(NC(=O)OCC(F)(F)F)CCC4C3CCC12. Drug 2: CCC1=CC2CN(C1)Cc1c([nH]c3ccccc13)C(C(=O)OC)(c1cc3c(cc1OC)N(C)C1C(O)(C(=O)OC)C(OC(C)=O)C4(CC)C=CCN5CCC31C54)C2. Cell line: T47D. Synergy scores: synergy=-9.73. (2) Drug 1: O=C(O)C1(Cc2cccc(Nc3nccs3)n2)CCC(Oc2cccc(Cl)c2F)CC1. Drug 2: NC(=O)c1cccc2cn(-c3ccc(C4CCCNC4)cc3)nc12. Cell line: PA1. Synergy scores: synergy=20.4. (3) Drug 1: CN(C)C(=N)N=C(N)N. Drug 2: N#Cc1ccc(Cn2cncc2CN2CCN(c3cccc(Cl)c3)C(=O)C2)cc1. Cell line: NCIH23. Synergy scores: synergy=6.50. (4) Drug 1: CCC1(O)CC2CN(CCc3c([nH]c4ccccc34)C(C(=O)OC)(c3cc4c(cc3OC)N(C)C3C(O)(C(=O)OC)C(OC(C)=O)C5(CC)C=CCN6CCC43C65)C2)C1. Drug 2: O=C(O)C1(Cc2cccc(Nc3nccs3)n2)CCC(Oc2cccc(Cl)c2F)CC1. Cell line: UWB1289BRCA1. Synergy scores: synergy=6.98. (5) Drug 1: Nc1ccn(C2OC(CO)C(O)C2(F)F)c(=O)n1. Drug 2: Cc1nc(Nc2ncc(C(=O)Nc3c(C)cccc3Cl)s2)cc(N2CCN(CCO)CC2)n1. Cell line: ZR751. Synergy scores: synergy=28.6. (6) Drug 1: CC1CC2C3CCC4=CC(=O)C=CC4(C)C3(F)C(O)CC2(C)C1(O)C(=O)CO. Drug 2: NC1(c2ccc(-c3nc4ccn5c(=O)[nH]nc5c4cc3-c3ccccc3)cc2)CCC1. Cell line: UACC62. Synergy scores: synergy=13.4. (7) Drug 1: COc1cc(C2c3cc4c(cc3C(OC3OC5COC(C)OC5C(O)C3O)C3COC(=O)C23)OCO4)cc(OC)c1O. Drug 2: C#Cc1cccc(Nc2ncnc3cc(OCCOC)c(OCCOC)cc23)c1. Cell line: NCIH1650. Synergy scores: synergy=17.8. (8) Drug 1: O=C(CCCCCCC(=O)Nc1ccccc1)NO. Drug 2: Cn1c(=O)n(-c2ccc(C(C)(C)C#N)cc2)c2c3cc(-c4cnc5ccccc5c4)ccc3ncc21. Cell line: NCIH460. Synergy scores: synergy=13.2.